From a dataset of Catalyst prediction with 721,799 reactions and 888 catalyst types from USPTO. Predict which catalyst facilitates the given reaction. (1) Reactant: C([O:8][C:9]([C@@H:11]([NH:13][C:14]([C@@H:16]([N:18]([CH3:33])[C:19]([C@@H:21]1[CH2:25][CH2:24][CH2:23][N:22]1[C:26]([O:28][C:29]([CH3:32])([CH3:31])[CH3:30])=[O:27])=[O:20])[CH3:17])=[O:15])[CH3:12])=[O:10])C1C=CC=CC=1.[H][H]. Product: [C:9]([C@@H:11]([NH:13][C:14]([C@@H:16]([N:18]([CH3:33])[C:19]([C@@H:21]1[CH2:25][CH2:24][CH2:23][N:22]1[C:26]([O:28][C:29]([CH3:30])([CH3:32])[CH3:31])=[O:27])=[O:20])[CH3:17])=[O:15])[CH3:12])([OH:10])=[O:8]. The catalyst class is: 19. (2) The catalyst class is: 5. Reactant: [NH2:1][C:2]1[CH:7]=[CH:6][C:5]([C:8]2[CH:13]=[CH:12][CH:11]=[C:10]([F:14])[CH:9]=2)=[CH:4][C:3]=1[C:15](=[O:17])[CH3:16].[BH4-].[Na+].S([O-])([O-])(=O)=O.[NH4+].[NH4+].C(OCC)(=O)C. Product: [NH2:1][C:2]1[CH:7]=[CH:6][C:5]([C:8]2[CH:13]=[CH:12][CH:11]=[C:10]([F:14])[CH:9]=2)=[CH:4][C:3]=1[CH:15]([OH:17])[CH3:16]. (3) Reactant: [CH3:1][N:2]1[CH:6]=[C:5]([CH:7]=O)[CH:4]=[N:3]1.[CH3:9][C:10]1[N:11]=[N:12][N:13]([CH2:15][C:16]2[CH:21]=[C:20]([C:22]([F:25])([F:24])[F:23])[CH:19]=[CH:18][C:17]=2/[CH:26]=[CH:27]/[C:28]([N:30]2[CH2:35][CH2:34][NH:33][CH2:32][CH2:31]2)=[O:29])[N:14]=1.C(O)(=O)C.Cl. Product: [CH3:1][N:2]1[CH:6]=[C:5]([CH2:7][N:33]2[CH2:34][CH2:35][N:30]([C:28](=[O:29])/[CH:27]=[CH:26]/[C:17]3[CH:18]=[CH:19][C:20]([C:22]([F:25])([F:24])[F:23])=[CH:21][C:16]=3[CH2:15][N:13]3[N:12]=[N:11][C:10]([CH3:9])=[N:14]3)[CH2:31][CH2:32]2)[CH:4]=[N:3]1. The catalyst class is: 275. (4) Reactant: [CH3:1][N:2]1[CH2:19][CH2:18][C:7]2[CH:8]=[CH:9][CH:10]=[C:11]3[C:12]4[CH2:13][CH2:14][CH2:15][CH2:16][C:17]=4[N:5]([C:6]=23)[CH2:4][CH2:3]1.C([BH3-])#N.[Na+]. Product: [CH3:1][N:2]1[CH2:19][CH2:18][C:7]2[CH:8]=[CH:9][CH:10]=[C:11]3[CH:12]4[CH:17]([N:5]([C:6]=23)[CH2:4][CH2:3]1)[CH2:16][CH2:15][CH2:14][CH2:13]4. The catalyst class is: 15. (5) The catalyst class is: 31. Reactant: [NH2:1][C:2]1[CH:7]=[CH:6][C:5]([C:8]2[C:9]([CH3:14])=[N:10][O:11][C:12]=2[CH3:13])=[CH:4][C:3]=1[S:15]([NH:18][CH:19]1[CH2:23][CH2:22][CH2:21][CH2:20]1)(=[O:17])=[O:16].C1C(=O)N([Br:31])C(=O)C1. Product: [NH2:1][C:2]1[C:7]([Br:31])=[CH:6][C:5]([C:8]2[C:9]([CH3:14])=[N:10][O:11][C:12]=2[CH3:13])=[CH:4][C:3]=1[S:15]([NH:18][CH:19]1[CH2:23][CH2:22][CH2:21][CH2:20]1)(=[O:16])=[O:17]. (6) Reactant: Cl[CH2:2][CH2:3][O:4][C:5]1[CH:10]=[CH:9][C:8]([C:11]([N:13]2[C:19]3[CH:20]=[CH:21][C:22]([O:24][CH3:25])=[CH:23][C:18]=3[O:17][CH2:16][CH:15]([C:26]3[CH:31]=[CH:30][C:29]([O:32][CH3:33])=[CH:28][CH:27]=3)[CH2:14]2)=[O:12])=[CH:7][CH:6]=1.[NH:34]1[CH2:39][CH2:38][CH2:37][CH2:36][CH2:35]1.[I-].[K+]. Product: [CH3:25][O:24][C:22]1[CH:21]=[CH:20][C:19]2[N:13]([C:11]([C:8]3[CH:9]=[CH:10][C:5]([O:4][CH2:3][CH2:2][N:34]4[CH2:39][CH2:38][CH2:37][CH2:36][CH2:35]4)=[CH:6][CH:7]=3)=[O:12])[CH2:14][CH:15]([C:26]3[CH:31]=[CH:30][C:29]([O:32][CH3:33])=[CH:28][CH:27]=3)[CH2:16][O:17][C:18]=2[CH:23]=1. The catalyst class is: 3. (7) Reactant: [N+:1]([O-:4])(O)=[O:2].C(OC(=O)C)(=O)C.S(=O)(=O)(O)O.[O:17]=[C:18]1[CH:27]([NH:28][C:29](=[O:31])[CH3:30])[CH2:26][C:25]2[C:20](=[CH:21][CH:22]=[CH:23][CH:24]=2)[NH:19]1.C(OC(C)C)(C)C. Product: [N+:1]([C:21]1[CH:22]=[CH:23][CH:24]=[C:25]2[C:20]=1[NH:19][C:18](=[O:17])[CH:27]([NH:28][C:29](=[O:31])[CH3:30])[CH2:26]2)([O-:4])=[O:2]. The catalyst class is: 15. (8) Reactant: C([O:5][C:6]([CH:8]1[CH:12]([C:13]2[CH:18]=[CH:17][CH:16]=[C:15]([Cl:19])[C:14]=2[F:20])[C:11]([C:23]2[CH:28]=[CH:27][C:26]([Cl:29])=[CH:25][C:24]=2[F:30])([C:21]#[N:22])[CH:10]([CH2:31][C:32]([CH3:40])([C:34]2[CH:39]=[CH:38][CH:37]=[CH:36][CH:35]=2)[CH3:33])[NH:9]1)=[O:7])(C)(C)C.[F:41][C:42]([F:47])([F:46])[C:43]([OH:45])=[O:44]. Product: [F:41][C:42]([F:47])([F:46])[C:43]([OH:45])=[O:44].[Cl:19][C:15]1[C:14]([F:20])=[C:13]([CH:12]2[C:11]([C:23]3[CH:28]=[CH:27][C:26]([Cl:29])=[CH:25][C:24]=3[F:30])([C:21]#[N:22])[CH:10]([CH2:31][C:32]([CH3:40])([C:34]3[CH:39]=[CH:38][CH:37]=[CH:36][CH:35]=3)[CH3:33])[NH:9][CH:8]2[C:6]([OH:7])=[O:5])[CH:18]=[CH:17][CH:16]=1. The catalyst class is: 4.